Dataset: Forward reaction prediction with 1.9M reactions from USPTO patents (1976-2016). Task: Predict the product of the given reaction. (1) The product is: [OH:26][C:22]1[CH:21]=[C:20]([C:9]2[CH2:10][CH2:11][CH2:12][C:13]3[CH:18]=[C:17]([OH:19])[CH:16]=[CH:15][C:14]=3[C:8]=2[CH2:7][CH2:6][CH2:5][CH2:4][CH2:3][CH2:2][N:31]([CH2:30][CH2:29][O:28][CH3:27])[CH2:32][CH2:33][CH2:34][S:35]([CH2:38][CH2:39][CH2:40][C:41]([F:47])([F:46])[C:42]([F:43])([F:44])[F:45])(=[O:36])=[O:37])[CH:25]=[CH:24][CH:23]=1. Given the reactants Br[CH2:2][CH2:3][CH2:4][CH2:5][CH2:6][CH2:7][C:8]1[C:14]2[CH:15]=[CH:16][C:17]([OH:19])=[CH:18][C:13]=2[CH2:12][CH2:11][CH2:10][C:9]=1[C:20]1[CH:25]=[CH:24][CH:23]=[C:22]([OH:26])[CH:21]=1.[CH3:27][O:28][CH2:29][CH2:30][NH:31][CH2:32][CH2:33][CH2:34][S:35]([CH2:38][CH2:39][CH2:40][C:41]([F:47])([F:46])[C:42]([F:45])([F:44])[F:43])(=[O:37])=[O:36], predict the reaction product. (2) Given the reactants [Cl:1][C:2]1[N:6]([CH3:7])[N:5]=[C:4]([C:8]2[CH:13]=[CH:12][C:11]([O:14][CH2:15][C:16]3[C:21]([N+:22]([O-])=O)=[CH:20][CH:19]=[CH:18][C:17]=3[CH3:25])=[C:10]([CH3:26])[CH:9]=2)[C:3]=1[CH3:27].C(O)C, predict the reaction product. The product is: [Cl:1][C:2]1[N:6]([CH3:7])[N:5]=[C:4]([C:8]2[CH:13]=[CH:12][C:11]([O:14][CH2:15][C:16]3[C:17]([CH3:25])=[CH:18][CH:19]=[CH:20][C:21]=3[NH2:22])=[C:10]([CH3:26])[CH:9]=2)[C:3]=1[CH3:27].